The task is: Predict the product of the given reaction.. This data is from Forward reaction prediction with 1.9M reactions from USPTO patents (1976-2016). Given the reactants [CH:1]1([C:4]2[CH:5]=[CH:6][C:7]([NH:15][C:16]3[CH:17]=[N:18][C:19]([C:23]4[CH:28]=[CH:27][CH:26]=[CH:25][CH:24]=4)=[C:20]([CH3:22])[CH:21]=3)=[C:8]([CH:14]=2)[C:9]([O:11]CC)=[O:10])[CH2:3][CH2:2]1.[OH-].[Na+], predict the reaction product. The product is: [CH:1]1([C:4]2[CH:5]=[CH:6][C:7]([NH:15][C:16]3[CH:17]=[N:18][C:19]([C:23]4[CH:24]=[CH:25][CH:26]=[CH:27][CH:28]=4)=[C:20]([CH3:22])[CH:21]=3)=[C:8]([CH:14]=2)[C:9]([OH:11])=[O:10])[CH2:3][CH2:2]1.